The task is: Predict the reactants needed to synthesize the given product.. This data is from Full USPTO retrosynthesis dataset with 1.9M reactions from patents (1976-2016). Given the product [CH3:1][C:2]([C:3]1[CH:4]=[C:5]([NH2:6])[O:17][N:24]=1)([CH3:16])[CH2:8][O:9][CH:10]1[CH2:15][CH2:14][CH2:13][CH2:12][O:11]1, predict the reactants needed to synthesize it. The reactants are: [CH3:1][C:2]([CH3:16])([CH2:8][O:9][CH:10]1[CH2:15][CH2:14][CH2:13][CH2:12][O:11]1)[C:3](=O)[CH2:4][C:5]#[N:6].[OH-:17].[Na+].S(O)(O)(=O)=O.[NH2:24]O.